This data is from Reaction yield outcomes from USPTO patents with 853,638 reactions. The task is: Predict the reaction yield, written as a fraction of the theoretical maximum amount of product (1.0 means a 100% yield; for example, 0.34 means a 34% yield). (1) The reactants are Cl[C:2]1[CH:7]=[C:6]([C:8]2[CH:13]=[CH:12][CH:11]=[CH:10][CH:9]=2)[N:5]=[CH:4][N:3]=1.[CH:14]1[C:22]2[C:21]3[CH:23]=[CH:24][CH:25]=[CH:26][C:20]=3[S:19][C:18]=2[C:17]([C:27]2[CH:28]=[C:29]([C:33]3[CH:38]=[CH:37][CH:36]=[C:35](B(O)O)[CH:34]=3)[CH:30]=[CH:31][CH:32]=2)=[CH:16][CH:15]=1.C(=O)([O-])[O-].[K+].[K+].C1(C)C=CC=CC=1. The catalyst is C(O)C. The product is [CH:14]1[C:22]2[C:21]3[CH:23]=[CH:24][CH:25]=[CH:26][C:20]=3[S:19][C:18]=2[C:17]([C:27]2[CH:28]=[C:29]([C:33]3[CH:38]=[CH:37][CH:36]=[C:35]([C:2]4[CH:7]=[C:6]([C:8]5[CH:13]=[CH:12][CH:11]=[CH:10][CH:9]=5)[N:5]=[CH:4][N:3]=4)[CH:34]=3)[CH:30]=[CH:31][CH:32]=2)=[CH:16][CH:15]=1. The yield is 0.710. (2) The reactants are [F:1][C:2]1[CH:3]=[C:4]([CH:7]=[C:8]([O:11]C)[C:9]=1[OH:10])[CH:5]=[O:6].B(Br)(Br)Br. The catalyst is ClCCl. The product is [F:1][C:2]1[CH:3]=[C:4]([CH:7]=[C:8]([OH:11])[C:9]=1[OH:10])[CH:5]=[O:6]. The yield is 0.890. (3) The reactants are [OH:1][CH:2]1[C:11]2[C:6](=[CH:7][CH:8]=[C:9]([N:12]3[C:17](=[O:18])[C:16]([CH2:19][C:20]4[CH:25]=[CH:24][C:23]([C:26]5[C:27]([C:32]#[N:33])=[CH:28][CH:29]=[CH:30][CH:31]=5)=[CH:22][CH:21]=4)=[C:15]([CH2:34][CH2:35][CH3:36])[N:14]=[C:13]3[CH3:37])[CH:10]=2)[O:5][C:4]([CH3:39])([CH3:38])[CH2:3]1.N1C(C)=CC=CC=1C.FC(F)(F)S(O[Si:54]([CH:61]([CH3:63])[CH3:62])([CH:58]([CH3:60])[CH3:59])[CH:55]([CH3:57])[CH3:56])(=O)=O. The catalyst is ClCCl.C(OCC)(=O)C. The product is [CH3:39][C:4]1([CH3:38])[CH2:3][CH:2]([O:1][Si:54]([CH:61]([CH3:63])[CH3:62])([CH:58]([CH3:60])[CH3:59])[CH:55]([CH3:57])[CH3:56])[C:11]2[C:6](=[CH:7][CH:8]=[C:9]([N:12]3[C:17](=[O:18])[C:16]([CH2:19][C:20]4[CH:25]=[CH:24][C:23]([C:26]5[C:27]([C:32]#[N:33])=[CH:28][CH:29]=[CH:30][CH:31]=5)=[CH:22][CH:21]=4)=[C:15]([CH2:34][CH2:35][CH3:36])[N:14]=[C:13]3[CH3:37])[CH:10]=2)[O:5]1. The yield is 1.00. (4) The reactants are C(OC([N:8]1[CH2:13][CH2:12][N:11]([C:14]2[CH:19]=[CH:18][C:17]([C:20]3[CH:21]=[C:22]4[C:28]([C:29]5[CH:30]=[N:31][N:32]([CH2:34][CH2:35][C:36]6[CH:41]=[CH:40][CH:39]=[CH:38][CH:37]=6)[CH:33]=5)=[CH:27][N:26](C(OC(C)(C)C)=O)[C:23]4=[N:24][CH:25]=3)=[CH:16][C:15]=2[NH:49][S:50]([CH3:53])(=[O:52])=[O:51])[CH2:10][CH2:9]1)=O)(C)(C)C.CO.[ClH:56]. The catalyst is C(OCC)C. The product is [ClH:56].[CH2:34]([N:32]1[CH:33]=[C:29]([C:28]2[C:22]3[C:23](=[N:24][CH:25]=[C:20]([C:17]4[CH:18]=[CH:19][C:14]([N:11]5[CH2:10][CH2:9][NH:8][CH2:13][CH2:12]5)=[C:15]([NH:49][S:50]([CH3:53])(=[O:52])=[O:51])[CH:16]=4)[CH:21]=3)[NH:26][CH:27]=2)[CH:30]=[N:31]1)[CH2:35][C:36]1[CH:41]=[CH:40][CH:39]=[CH:38][CH:37]=1. The yield is 0.680. (5) The yield is 0.525. The product is [C:35]([NH:33][C:34]1[N:6]2[CH:7]=[CH:8][C:3]([C:2]([F:1])([F:10])[F:11])=[CH:4][C:5]2=[N:9][C:16]=1[C:15]1[CH:18]=[CH:19][CH:20]=[C:13]([Cl:12])[CH:14]=1)([CH3:38])([CH3:37])[CH3:36]. The reactants are [F:1][C:2]([F:11])([F:10])[C:3]1[CH:8]=[CH:7][N:6]=[C:5]([NH2:9])[CH:4]=1.[Cl:12][C:13]1[CH:14]=[C:15]([CH:18]=[CH:19][CH:20]=1)[CH:16]=O.O.C1(C)C=CC(S(O)(=O)=O)=CC=1.[N+:33]([C:35]([CH3:38])([CH3:37])[CH3:36])#[C-:34]. The catalyst is CO.O.